This data is from Catalyst prediction with 721,799 reactions and 888 catalyst types from USPTO. The task is: Predict which catalyst facilitates the given reaction. (1) Product: [C:9]([O:13][C:14]([N:16]1[CH2:22][CH2:21][C:20]2[C:23]([S:28][CH2:29][C:30]3[CH:31]=[N:32][C:33]([NH:8][CH2:7][CH:1]4[CH2:6][CH2:5][CH2:4][CH2:3][CH2:2]4)=[CH:34][CH:35]=3)=[C:24]([Cl:27])[CH:25]=[CH:26][C:19]=2[CH2:18][CH2:17]1)=[O:15])([CH3:12])([CH3:10])[CH3:11]. The catalyst class is: 25. Reactant: [CH:1]1([CH2:7][NH2:8])[CH2:6][CH2:5][CH2:4][CH2:3][CH2:2]1.[C:9]([O:13][C:14]([N:16]1[CH2:22][CH2:21][C:20]2[C:23]([S:28][CH2:29][C:30]3[CH:31]=[N:32][C:33](Cl)=[CH:34][CH:35]=3)=[C:24]([Cl:27])[CH:25]=[CH:26][C:19]=2[CH2:18][CH2:17]1)=[O:15])([CH3:12])([CH3:11])[CH3:10].[Cl-].[NH4+]. (2) Reactant: Cl.[NH2:2][C:3]1[CH:4]=[C:5]([CH:9]=[CH:10][C:11]=1[Cl:12])[C:6]([OH:8])=O.CN(C(ON1N=NC2C=CC=CC1=2)=[N+](C)C)C.F[P-](F)(F)(F)(F)F.C(N(C(C)C)C(C)C)C.[F:46][C:47]1[CH:48]=[C:49]([CH:52]=[CH:53][CH:54]=1)[CH2:50][NH2:51]. Product: [NH2:2][C:3]1[CH:4]=[C:5]([CH:9]=[CH:10][C:11]=1[Cl:12])[C:6]([NH:51][CH2:50][C:49]1[CH:52]=[CH:53][CH:54]=[C:47]([F:46])[CH:48]=1)=[O:8]. The catalyst class is: 42.